From a dataset of hERG potassium channel inhibition data for cardiac toxicity prediction from Karim et al.. Regression/Classification. Given a drug SMILES string, predict its toxicity properties. Task type varies by dataset: regression for continuous values (e.g., LD50, hERG inhibition percentage) or binary classification for toxic/non-toxic outcomes (e.g., AMES mutagenicity, cardiotoxicity, hepatotoxicity). Dataset: herg_karim. (1) The molecule is CC(C)(CCCN1CC[C@@H]2CCCC[C@H]2C1)S(=O)(=O)c1ccccc1. The result is 1 (blocker). (2) The compound is c1ccc(CCN2CCC(Cc3ccccc3)CC2)cc1. The result is 1 (blocker). (3) The molecule is C=CCOc1cc(F)c(F)cc1C1CC1CN. The result is 1 (blocker). (4) The molecule is C[C@H]1CN(c2nc(N3CCOC[C@@H]3C)c3ncc(-c4ccccc4)nc3n2)C[C@@H](C)O1. The result is 0 (non-blocker). (5) The compound is Cc1nc2c(C#N)cccc2n1-c1ccc(C(=O)NC2CC2)s1. The result is 0 (non-blocker).